From a dataset of Full USPTO retrosynthesis dataset with 1.9M reactions from patents (1976-2016). Predict the reactants needed to synthesize the given product. (1) Given the product [CH2:1]([N:3]1[CH2:8][CH:7]([C:9]2[CH:10]=[CH:11][CH:12]=[CH:13][CH:14]=2)[O:6][C:5](=[O:15])[CH:4]1[CH2:40][C:41]([O:43][CH3:44])=[O:42])[CH3:2], predict the reactants needed to synthesize it. The reactants are: [CH2:1]([N:3]1[CH2:8][CH:7]([C:9]2[CH:14]=[CH:13][CH:12]=[CH:11][CH:10]=2)[O:6][C:5](=[O:15])[CH2:4]1)[CH3:2].C[Si]([N-][Si](C)(C)C)(C)C.[Li+].O1CCCC1.C(C1C=CC=CC=1)C.Br[CH2:40][C:41]([O:43][CH3:44])=[O:42]. (2) Given the product [OH:1][C@@H:2]1[C@@H:7]([N:8]2[C:17](=[O:18])[C:16]3[C:11](=[C:12]4[CH:33]=[CH:32][CH:31]=[CH:30][C:13]4=[C:14]([CH2:19][C:20]4[CH:21]=[CH:22][C:23]([C:26]([OH:28])=[O:27])=[N:24][CH:25]=4)[CH:15]=3)[N:10]=[CH:9]2)[CH2:6][CH2:5][O:4][CH2:3]1, predict the reactants needed to synthesize it. The reactants are: [OH:1][C@@H:2]1[C@@H:7]([N:8]2[C:17](=[O:18])[C:16]3[C:11](=[C:12]4[CH:33]=[CH:32][CH:31]=[CH:30][C:13]4=[C:14]([CH2:19][C:20]4[CH:21]=[CH:22][C:23]([C:26]([O:28]C)=[O:27])=[N:24][CH:25]=4)[CH:15]=3)[N:10]=[CH:9]2)[CH2:6][CH2:5][O:4][CH2:3]1.[OH-].[Li+]. (3) Given the product [N+:1]([C:4]1[C:5]([N:10]2[CH2:15][CH2:14][C:13](=[CH:16][C:17]#[C:18][C:24]3[CH:25]=[CH:26][CH:27]=[C:22]([O:21][C:20]([F:19])([F:29])[F:30])[CH:23]=3)[CH2:12][CH2:11]2)=[N:6][CH:7]=[CH:8][CH:9]=1)([O-:3])=[O:2], predict the reactants needed to synthesize it. The reactants are: [N+:1]([C:4]1[C:5]([N:10]2[CH2:15][CH2:14][C:13](=[CH:16][C:17]#[CH:18])[CH2:12][CH2:11]2)=[N:6][CH:7]=[CH:8][CH:9]=1)([O-:3])=[O:2].[F:19][C:20]([F:30])([F:29])[O:21][C:22]1[CH:23]=[C:24](I)[CH:25]=[CH:26][CH:27]=1.